Dataset: Full USPTO retrosynthesis dataset with 1.9M reactions from patents (1976-2016). Task: Predict the reactants needed to synthesize the given product. Given the product [CH2:43]([O:50][NH:51][C:2]1[N:11]=[CH:10][C:9]([O:12][C:13]2[CH:18]=[CH:17][C:16]([N+:19]([O-:21])=[O:20])=[CH:15][CH:14]=2)=[CH:8][C:3]=1[C:4]([O:6][CH3:7])=[O:5])[C:44]1[CH:49]=[CH:48][CH:47]=[CH:46][CH:45]=1, predict the reactants needed to synthesize it. The reactants are: Cl[C:2]1[N:11]=[CH:10][C:9]([O:12][C:13]2[CH:18]=[CH:17][C:16]([N+:19]([O-:21])=[O:20])=[CH:15][CH:14]=2)=[CH:8][C:3]=1[C:4]([O:6][CH3:7])=[O:5].ClC1C(OC2C=CC([N+]([O-])=O)=CC=2)=CC(C(OC)=O)=CN=1.[CH2:43]([O:50][NH:51]C1C(OC2C=CC([N+]([O-])=O)=CC=2)=CC(C(OC)=O)=CN=1)[C:44]1[CH:49]=[CH:48][CH:47]=[CH:46][CH:45]=1.